Dataset: Full USPTO retrosynthesis dataset with 1.9M reactions from patents (1976-2016). Task: Predict the reactants needed to synthesize the given product. (1) Given the product [CH3:13][O:12][C:10]([C@@H:7]1[C:6]2[N:14]([CH2:26][C:27]([O:29][CH2:30][CH3:31])=[O:28])[N:15]=[CH:16][C:5]=2[C@H:4]2[CH2:9][N:8]1[C:2](=[O:1])[N:3]2[O:17][CH2:18][C:19]1[CH:24]=[CH:23][CH:22]=[CH:21][CH:20]=1)=[O:11], predict the reactants needed to synthesize it. The reactants are: [O:1]=[C:2]1[N:8]2[CH2:9][C@H:4]([C:5]3[CH:16]=[N:15][NH:14][C:6]=3[C@H:7]2[C:10]([O:12][CH3:13])=[O:11])[N:3]1[O:17][CH2:18][C:19]1[CH:24]=[CH:23][CH:22]=[CH:21][CH:20]=1.Br[CH2:26][C:27]([O:29][CH2:30][CH3:31])=[O:28].CCN(C(C)C)C(C)C. (2) Given the product [Cl:1][C:2]1[N:7]=[C:6]([NH:10][CH:11]2[CH2:16][CH2:15][N:14]([C:17]3[CH:24]=[CH:23][C:20]([C:21]#[N:22])=[CH:19][N:18]=3)[CH2:13][CH2:12]2)[C:5]([Cl:9])=[CH:4][N:3]=1, predict the reactants needed to synthesize it. The reactants are: [Cl:1][C:2]1[N:7]=[C:6](Cl)[C:5]([Cl:9])=[CH:4][N:3]=1.[NH2:10][CH:11]1[CH2:16][CH2:15][N:14]([C:17]2[CH:24]=[CH:23][C:20]([C:21]#[N:22])=[CH:19][N:18]=2)[CH2:13][CH2:12]1.C(N(CC)CC)C. (3) Given the product [F:1][C:2]1[CH:7]=[CH:6][C:5]([C:8]2[N:13]=[C:12]([CH2:14][NH:20][C@H:21]([CH:22]([CH3:24])[CH3:23])[CH2:25][OH:26])[CH:11]=[CH:10][CH:9]=2)=[CH:4][C:3]=1[C:16]([F:19])([F:18])[F:17], predict the reactants needed to synthesize it. The reactants are: [F:1][C:2]1[CH:7]=[CH:6][C:5]([C:8]2[N:13]=[C:12]([CH:14]=O)[CH:11]=[CH:10][CH:9]=2)=[CH:4][C:3]=1[C:16]([F:19])([F:18])[F:17].[NH2:20][C@@H:21]([CH2:25][OH:26])[CH:22]([CH3:24])[CH3:23].C(O)(=O)C.C([BH3-])#N. (4) Given the product [CH2:1]([O:3][CH:4]([O:8][CH2:9][CH3:10])[C:5]1[S:7][CH:13]=[C:14]([C:15]([O:17][CH2:20][CH3:21])=[O:16])[N:6]=1)[CH3:2], predict the reactants needed to synthesize it. The reactants are: [CH2:1]([O:3][CH:4]([O:8][CH2:9][CH3:10])[C:5](=[S:7])[NH2:6])[CH3:2].C([CH:13](Br)[C:14](=O)[C:15]([O-:17])=[O:16])C.[CH2:20](O)[CH3:21]. (5) Given the product [NH2:9][C@H:8]1[CH2:7][CH:6]=[CH:5][CH2:4][N:3]([C:17]2[CH:22]=[CH:21][CH:20]=[CH:19][CH:18]=2)[C:2]1=[O:1].[F:26][C:25]([F:28])([F:27])[C:23]([O-:29])=[O:24], predict the reactants needed to synthesize it. The reactants are: [O:1]=[C:2]1[C@@H:8]([NH:9]C(=O)OC(C)(C)C)[CH2:7][CH:6]=[CH:5][CH2:4][N:3]1[C:17]1[CH:22]=[CH:21][CH:20]=[CH:19][CH:18]=1.[C:23]([OH:29])([C:25]([F:28])([F:27])[F:26])=[O:24]. (6) Given the product [CH2:1]([O:8][C:9]1[CH:18]=[CH:17][C:16]2[N:15]=[C:14]([NH2:35])[C:13]3[N:20]=[C:21]([CH2:27][O:28][CH2:29][CH3:30])[N:22]([CH2:23][CH:24]([CH3:26])[CH3:25])[C:12]=3[C:11]=2[CH:10]=1)[C:2]1[CH:7]=[CH:6][CH:5]=[CH:4][CH:3]=1, predict the reactants needed to synthesize it. The reactants are: [CH2:1]([O:8][C:9]1[CH:18]=[CH:17][C:16]2[N+:15]([O-])=[CH:14][C:13]3[N:20]=[C:21]([CH2:27][O:28][CH2:29][CH3:30])[N:22]([CH2:23][CH:24]([CH3:26])[CH3:25])[C:12]=3[C:11]=2[CH:10]=1)[C:2]1[CH:7]=[CH:6][CH:5]=[CH:4][CH:3]=1.ClC(Cl)(Cl)C([N:35]=C=O)=O.C[O-].[Na+]. (7) Given the product [CH3:4][C:3]1[N:1]=[CH:2][O:24][C:23]=1[C:22]1[CH:25]=[CH:26][CH:27]=[C:20]([N+:17]([O-:19])=[O:18])[CH:21]=1, predict the reactants needed to synthesize it. The reactants are: [N+:1]([CH2:3][CH2:4]C(S(C1C=C(C=CC=1)N)(=O)=O)C)#[C-:2].[N+:17]([C:20]1[CH:21]=[C:22]([CH:25]=[CH:26][CH:27]=1)[CH:23]=[O:24])([O-:19])=[O:18].CCOC(C)=O. (8) Given the product [Br:27][C:28]1[CH:36]=[CH:35][CH:34]=[C:33]2[C:29]=1[C:30]([C:38]1[C:39]([OH:47])=[CH:40][C:41]3[O:45][CH2:44][CH2:43][C:42]=3[CH:46]=1)([CH2:19][OH:20])[C:31](=[O:37])[NH:32]2, predict the reactants needed to synthesize it. The reactants are: C(N1C2C(=CC=CC=2)C(C2C(O)=C[C:19]3[O:20]COC=3C=2)C1=O)CCCCC.[Br:27][C:28]1[CH:36]=[CH:35][CH:34]=[C:33]2[C:29]=1[CH:30]([C:38]1[C:39]([OH:47])=[CH:40][C:41]3[O:45][CH2:44][CH2:43][C:42]=3[CH:46]=1)[C:31](=[O:37])[NH:32]2.BrCC(OCC)=O.C=O. (9) Given the product [Cl:1][C:2]1[CH:3]=[C:4]2[C:9](=[CH:10][C:11]=1[O:12][C:13]1[CH:21]=[CH:20][C:16]([C:17](=[O:18])[NH:47][CH2:46][CH2:45][C:36]3[CH:37]=[CH:38][C:39]([C:41]([F:43])([F:44])[F:42])=[CH:40][C:35]=3[O:34][CH3:33])=[CH:15][CH:14]=1)[O:8][CH2:7][CH2:6][CH:5]2[C:22]([O:24][CH2:25][CH3:26])=[O:23], predict the reactants needed to synthesize it. The reactants are: [Cl:1][C:2]1[CH:3]=[C:4]2[C:9](=[CH:10][C:11]=1[O:12][C:13]1[CH:21]=[CH:20][C:16]([C:17](O)=[O:18])=[CH:15][CH:14]=1)[O:8][CH2:7][CH2:6][CH:5]2[C:22]([O:24][CH2:25][CH3:26])=[O:23].C(Cl)(=O)C(Cl)=O.[CH3:33][O:34][C:35]1[CH:40]=[C:39]([C:41]([F:44])([F:43])[F:42])[CH:38]=[CH:37][C:36]=1[CH2:45][CH2:46][NH2:47].CCN(C(C)C)C(C)C. (10) The reactants are: [CH2:1]([C:4]1[CH:9]=[C:8]([Br:10])[CH:7]=[CH:6][C:5]=1[OH:11])[CH:2]=[CH2:3].[C:12](=O)([O-])[O-].[K+].[K+].CI.O. Given the product [CH2:1]([C:4]1[CH:9]=[C:8]([Br:10])[CH:7]=[CH:6][C:5]=1[O:11][CH3:12])[CH:2]=[CH2:3], predict the reactants needed to synthesize it.